Dataset: Catalyst prediction with 721,799 reactions and 888 catalyst types from USPTO. Task: Predict which catalyst facilitates the given reaction. (1) Reactant: [H-].[Na+].[N+](C(C)C)([O-])=[O:4].Br[CH2:10][C:11]1[CH:16]=[CH:15][CH:14]=[C:13]([Cl:17])[C:12]=1[F:18]. Product: [Cl:17][C:13]1[C:12]([F:18])=[C:11]([CH:16]=[CH:15][CH:14]=1)[CH:10]=[O:4]. The catalyst class is: 8. (2) Product: [C:15]([O:19][C:20](=[O:50])[CH2:21][CH:22]([C:26]1[CH:31]=[CH:30][C:29]([O:32][CH2:33][C:34]2[CH:35]=[C:36]([C:40]3[CH:45]=[CH:44][C:43]([C:46]([F:49])([F:48])[F:47])=[CH:42][CH:41]=3)[CH:37]=[CH:38][CH:39]=2)=[CH:28][CH:27]=1)[C:23]([NH2:2])=[O:24])([CH3:18])([CH3:17])[CH3:16]. The catalyst class is: 4. Reactant: O[N:2]1C2C=CC=CC=2N=N1.C(Cl)CCl.[C:15]([O:19][C:20](=[O:50])[CH2:21][CH:22]([C:26]1[CH:31]=[CH:30][C:29]([O:32][CH2:33][C:34]2[CH:35]=[C:36]([C:40]3[CH:45]=[CH:44][C:43]([C:46]([F:49])([F:48])[F:47])=[CH:42][CH:41]=3)[CH:37]=[CH:38][CH:39]=2)=[CH:28][CH:27]=1)[C:23](O)=[O:24])([CH3:18])([CH3:17])[CH3:16].[OH-].[NH4+]. (3) Reactant: Br[C:2]1[CH:3]=[N:4][CH:5]=[C:6]([Br:8])[CH:7]=1.C([Li])CCC.CN([CH:17]=[O:18])C.[Cl-].[NH4+]. Product: [Br:8][C:6]1[CH:5]=[N:4][CH:3]=[C:2]([CH:7]=1)[CH:17]=[O:18]. The catalyst class is: 280. (4) Reactant: [Cl:1][C:2]1[CH:3]=[C:4]([C:12]2[S:13][C:14]([C:17]3[C:18]([CH2:31][CH3:32])=[C:19]([CH2:23][N:24]([CH3:30])[CH2:25][C:26]([O:28]C)=[O:27])[CH:20]=[CH:21][CH:22]=3)=[CH:15][N:16]=2)[CH:5]=[CH:6][C:7]=1[O:8][CH:9]([CH3:11])[CH3:10].[OH-].[Na+]. Product: [Cl:1][C:2]1[CH:3]=[C:4]([C:12]2[S:13][C:14]([C:17]3[C:18]([CH2:31][CH3:32])=[C:19]([CH2:23][N:24]([CH3:30])[CH2:25][C:26]([OH:28])=[O:27])[CH:20]=[CH:21][CH:22]=3)=[CH:15][N:16]=2)[CH:5]=[CH:6][C:7]=1[O:8][CH:9]([CH3:11])[CH3:10]. The catalyst class is: 252. (5) Reactant: [C:1](=[O:4])([O-:3])O.[Na+].[CH2:6]([O:8][C:9]([C:11]1([CH2:16][O:17][C:18]2[CH:23]=[CH:22][C:21]([C:24]3[CH:29]=[CH:28][C:27]([F:30])=[CH:26][CH:25]=3)=[CH:20][CH:19]=2)[CH2:15][CH2:14][NH:13][CH2:12]1)=[O:10])[CH3:7]. Product: [CH3:16][O:17][C:18]1[CH:23]=[CH:22][CH:21]=[CH:20][C:19]=1[O:3][C:1]([N:13]1[CH2:14][CH2:15][C:11]([CH2:16][O:17][C:18]2[CH:23]=[CH:22][C:21]([C:24]3[CH:25]=[CH:26][C:27]([F:30])=[CH:28][CH:29]=3)=[CH:20][CH:19]=2)([C:9]([O:8][CH2:6][CH3:7])=[O:10])[CH2:12]1)=[O:4]. The catalyst class is: 4. (6) Reactant: Cl.[C:2]([NH2:10])(=[NH:9])[C:3]1[CH:8]=[CH:7][CH:6]=[CH:5][CH:4]=1.C[O-].[Na+].Br[CH:15]([CH3:28])[C:16]([C:18]1[CH:27]=[CH:26][C:25]2[C:20](=[CH:21][CH:22]=[CH:23][CH:24]=2)[CH:19]=1)=O. Product: [C:3]1([C:2]2[NH:9][C:15]([CH3:28])=[C:16]([C:18]3[CH:27]=[CH:26][C:25]4[C:20](=[CH:21][CH:22]=[CH:23][CH:24]=4)[CH:19]=3)[N:10]=2)[CH:8]=[CH:7][CH:6]=[CH:5][CH:4]=1. The catalyst class is: 7. (7) Reactant: [NH2:1][CH2:2][CH:3]([C:5]1([C:9]2[CH:14]=[CH:13][C:12]([Cl:15])=[C:11]([Cl:16])[CH:10]=2)[CH2:8][CH2:7][CH2:6]1)[OH:4].[F:17][CH2:18][C:19](=O)[CH3:20].[BH-](OC(C)=O)(OC(C)=O)OC(C)=O.[Na+]. Product: [Cl:16][C:11]1[CH:10]=[C:9]([C:5]2([CH:3]([OH:4])[CH2:2][NH:1][CH:19]([CH3:20])[CH2:18][F:17])[CH2:6][CH2:7][CH2:8]2)[CH:14]=[CH:13][C:12]=1[Cl:15]. The catalyst class is: 2. (8) Reactant: [F:1][C:2]1[CH:7]=[CH:6][C:5]([C:8]2[O:9][C:10]([CH3:19])=[C:11]([CH2:13][C:14]([O:16]CC)=[O:15])[N:12]=2)=[CH:4][CH:3]=1.[OH-].[Na+]. Product: [F:1][C:2]1[CH:3]=[CH:4][C:5]([C:8]2[O:9][C:10]([CH3:19])=[C:11]([CH2:13][C:14]([OH:16])=[O:15])[N:12]=2)=[CH:6][CH:7]=1. The catalyst class is: 8. (9) Reactant: CC(S([NH:7][C:8]1([C:12]([F:15])([F:14])[F:13])[CH2:11][O:10][CH2:9]1)=O)(C)C.[ClH:16].O1CCOCC1. Product: [ClH:16].[F:13][C:12]([F:15])([F:14])[C:8]1([NH2:7])[CH2:11][O:10][CH2:9]1. The catalyst class is: 5.